This data is from Catalyst prediction with 721,799 reactions and 888 catalyst types from USPTO. The task is: Predict which catalyst facilitates the given reaction. Reactant: C([O-])=O.[NH4+].[CH3:5][O:6][CH2:7][CH2:8][NH:9][C:10]1[CH:15]=[CH:14][CH:13]=[CH:12][C:11]=1[N+:16]([O-])=O. Product: [CH3:5][O:6][CH2:7][CH2:8][NH:9][C:10]1[C:11]([NH2:16])=[CH:12][CH:13]=[CH:14][CH:15]=1. The catalyst class is: 43.